This data is from NCI-60 drug combinations with 297,098 pairs across 59 cell lines. The task is: Regression. Given two drug SMILES strings and cell line genomic features, predict the synergy score measuring deviation from expected non-interaction effect. (1) Drug 1: CC1OCC2C(O1)C(C(C(O2)OC3C4COC(=O)C4C(C5=CC6=C(C=C35)OCO6)C7=CC(=C(C(=C7)OC)O)OC)O)O. Drug 2: CC(C)CN1C=NC2=C1C3=CC=CC=C3N=C2N. Cell line: SNB-75. Synergy scores: CSS=10.4, Synergy_ZIP=-4.30, Synergy_Bliss=-2.31, Synergy_Loewe=-5.74, Synergy_HSA=-3.19. (2) Drug 1: CN1CCC(CC1)COC2=C(C=C3C(=C2)N=CN=C3NC4=C(C=C(C=C4)Br)F)OC. Drug 2: C1C(C(OC1N2C=NC(=NC2=O)N)CO)O. Cell line: BT-549. Synergy scores: CSS=21.9, Synergy_ZIP=-2.51, Synergy_Bliss=7.06, Synergy_Loewe=-1.73, Synergy_HSA=5.14. (3) Drug 1: C1=C(C(=O)NC(=O)N1)F. Drug 2: C1CN1P(=S)(N2CC2)N3CC3. Cell line: ACHN. Synergy scores: CSS=56.4, Synergy_ZIP=2.68, Synergy_Bliss=1.77, Synergy_Loewe=4.93, Synergy_HSA=8.22. (4) Drug 1: CC12CCC3C(C1CCC2=O)CC(=C)C4=CC(=O)C=CC34C. Drug 2: CCC1=CC2CC(C3=C(CN(C2)C1)C4=CC=CC=C4N3)(C5=C(C=C6C(=C5)C78CCN9C7C(C=CC9)(C(C(C8N6C)(C(=O)OC)O)OC(=O)C)CC)OC)C(=O)OC.C(C(C(=O)O)O)(C(=O)O)O. Cell line: SF-268. Synergy scores: CSS=44.0, Synergy_ZIP=5.18, Synergy_Bliss=6.51, Synergy_Loewe=0.623, Synergy_HSA=9.25. (5) Drug 1: CC=C1C(=O)NC(C(=O)OC2CC(=O)NC(C(=O)NC(CSSCCC=C2)C(=O)N1)C(C)C)C(C)C. Drug 2: C(CN)CNCCSP(=O)(O)O. Cell line: MCF7. Synergy scores: CSS=32.3, Synergy_ZIP=3.15, Synergy_Bliss=3.08, Synergy_Loewe=-31.1, Synergy_HSA=-2.44. (6) Drug 1: CC1=C2C(C(=O)C3(C(CC4C(C3C(C(C2(C)C)(CC1OC(=O)C(C(C5=CC=CC=C5)NC(=O)C6=CC=CC=C6)O)O)OC(=O)C7=CC=CC=C7)(CO4)OC(=O)C)O)C)OC(=O)C. Drug 2: CCCCC(=O)OCC(=O)C1(CC(C2=C(C1)C(=C3C(=C2O)C(=O)C4=C(C3=O)C=CC=C4OC)O)OC5CC(C(C(O5)C)O)NC(=O)C(F)(F)F)O. Cell line: UACC-257. Synergy scores: CSS=65.3, Synergy_ZIP=0.655, Synergy_Bliss=-1.32, Synergy_Loewe=-2.33, Synergy_HSA=-1.89. (7) Drug 1: CN(CC1=CN=C2C(=N1)C(=NC(=N2)N)N)C3=CC=C(C=C3)C(=O)NC(CCC(=O)O)C(=O)O. Drug 2: C1CN(P(=O)(OC1)NCCCl)CCCl. Cell line: NCIH23. Synergy scores: CSS=8.47, Synergy_ZIP=-2.72, Synergy_Bliss=-5.92, Synergy_Loewe=-25.1, Synergy_HSA=-5.86.